This data is from Forward reaction prediction with 1.9M reactions from USPTO patents (1976-2016). The task is: Predict the product of the given reaction. (1) Given the reactants [Br:1][C:2]1[CH:7]=[CH:6][C:5]([N:8]2[C:19]3[C:11](=[CH:12][C:13]4[S:17][CH:16]=[N:15][C:14]=4[C:18]=3[F:20])[N:10]([S:21]([CH:24]3[CH2:26][CH2:25]3)(=[O:23])=[O:22])C2=O)=[C:4]([Cl:28])[CH:3]=1.C[Si](C)(C)[O-].[K+], predict the reaction product. The product is: [Br:1][C:2]1[CH:7]=[CH:6][C:5]([NH:8][C:19]2[C:11]([NH:10][S:21]([CH:24]3[CH2:25][CH2:26]3)(=[O:22])=[O:23])=[CH:12][C:13]3[S:17][CH:16]=[N:15][C:14]=3[C:18]=2[F:20])=[C:4]([Cl:28])[CH:3]=1. (2) The product is: [C:1]1([C:7]2([C:13]3[CH:14]=[CH:15][C:16]([O:19][C:25]([CH:21]([NH:20][C:28](=[O:29])[O:30][C:31]([CH3:32])([CH3:34])[CH3:33])[CH:22]([CH3:24])[CH3:23])=[O:26])=[CH:17][CH:18]=3)[CH2:8][CH2:9][CH2:10][CH2:11][CH2:12]2)[CH:2]=[CH:3][CH:4]=[CH:5][CH:6]=1. Given the reactants [C:1]1([C:7]2([C:13]3[CH:18]=[CH:17][C:16]([OH:19])=[CH:15][CH:14]=3)[CH2:12][CH2:11][CH2:10][CH2:9][CH2:8]2)[CH:6]=[CH:5][CH:4]=[CH:3][CH:2]=1.[NH:20]([C:28]([O:30][C:31]([CH3:34])([CH3:33])[CH3:32])=[O:29])[C@H:21]([C:25](O)=[O:26])[CH:22]([CH3:24])[CH3:23].CC(C)N=C=NC(C)C, predict the reaction product. (3) Given the reactants [CH3:1][S:2]([C:5]1[CH:10]=[CH:9][C:8](/[CH:11]=[CH:12]/[C:13]([CH:15]2[CH2:20][CH2:19][O:18][CH2:17][CH2:16]2)=[O:14])=[CH:7][CH:6]=1)(=[O:4])=[O:3].[C:21]1(B(O)O)[CH:26]=[CH:25][CH:24]=[CH:23][CH:22]=1.C1(P(C2C=CC=CC=2)C2C=CC=CC=2)C=CC=CC=1.C(=O)([O-])[O-].[Cs+].[Cs+], predict the reaction product. The product is: [CH3:1][S:2]([C:5]1[CH:6]=[CH:7][C:8]([CH:11]([C:21]2[CH:26]=[CH:25][CH:24]=[CH:23][CH:22]=2)[CH2:12][C:13]([CH:15]2[CH2:20][CH2:19][O:18][CH2:17][CH2:16]2)=[O:14])=[CH:9][CH:10]=1)(=[O:4])=[O:3]. (4) Given the reactants [CH3:1][C:2]1([NH:18]C(=O)OC(C)(C)C)[CH2:8][CH2:7][CH2:6][N:5]([C:9]2[N:13]([CH3:14])[N:12]=[CH:11][C:10]=2[N+:15]([O-])=O)[CH2:4][CH2:3]1.C(OC([NH:33][C:34]1[S:38][C:37]([C:39]2[C:44]([F:45])=[CH:43][CH:42]=[CH:41][C:40]=2[F:46])=[N:36][C:35]=1[C:47](O)=[O:48])=O)(C)(C)C, predict the reaction product. The product is: [NH2:33][C:34]1[S:38][C:37]([C:39]2[C:44]([F:45])=[CH:43][CH:42]=[CH:41][C:40]=2[F:46])=[N:36][C:35]=1[C:47]([NH:15][C:10]1[CH:11]=[N:12][N:13]([CH3:14])[C:9]=1[N:5]1[CH2:6][CH2:7][CH2:8][C:2]([NH2:18])([CH3:1])[CH2:3][CH2:4]1)=[O:48]. (5) Given the reactants [CH3:1][N:2]([CH3:17])[C:3]([CH:5]1[CH2:15][C:14](=O)[C:8]2[N:9]=[C:10]([CH3:13])[N:11]([CH3:12])[C:7]=2[CH2:6]1)=[O:4].C([O:20][C:21](=O)[C@H:22]([O:31][Si](C(C)(C)C)(C)C)[C@H:23]([NH2:30])[C:24]1[CH:29]=[CH:28][CH:27]=[CH:26][CH:25]=1)C, predict the reaction product. The product is: [CH3:1][N:2]([CH3:17])[C:3]([CH:5]1[CH2:6][C:7]2[N:11]([CH3:12])[C:10]([CH3:13])=[N:9][C:8]=2[C:14]2[NH:30][C@H:23]([C:24]3[CH:25]=[CH:26][CH:27]=[CH:28][CH:29]=3)[C@@H:22]([OH:31])[C:21](=[O:20])[C:15]1=2)=[O:4]. (6) Given the reactants [O:1]=[C:2]1[C:7]2[C:8]([C:18]3[CH:19]=[C:20]([C:23]([NH2:25])=[O:24])[S:21][CH:22]=3)=[N:9][N:10]([CH:11]3[CH2:16][CH2:15][C:14](=[O:17])[CH2:13][CH2:12]3)[C:6]=2[CH:5]=[CH:4][NH:3]1.[BH4-].[Na+].[Cl-].[NH4+], predict the reaction product. The product is: [OH:17][CH:14]1[CH2:15][CH2:16][CH:11]([N:10]2[C:6]3[CH:5]=[CH:4][NH:3][C:2](=[O:1])[C:7]=3[C:8]([C:18]3[CH:19]=[C:20]([C:23]([NH2:25])=[O:24])[S:21][CH:22]=3)=[N:9]2)[CH2:12][CH2:13]1. (7) Given the reactants [OH:1][C:2]1[CH:3]=[C:4]([CH:10]=[C:11]([CH3:13])[N:12]=1)[C:5]([O:7][CH2:8][CH3:9])=[O:6].[CH3:14]I, predict the reaction product. The product is: [CH3:14][O:1][C:2]1[CH:3]=[C:4]([CH:10]=[C:11]([CH3:13])[N:12]=1)[C:5]([O:7][CH2:8][CH3:9])=[O:6]. (8) Given the reactants [Cl:1][C:2]1[C:10]2[CH:9]=[CH:8][S:7][C:6]=2[CH:5]=[CH:4][CH:3]=1.[NH:11]1[CH2:16][CH2:15][NH:14][CH2:13][CH2:12]1.C1([B-](C2C=CC=CC=2)(C2C=CC=CC=2)C2C=CC=CC=2)C=CC=CC=1.C([PH+](C(C)(C)C)C(C)(C)C)(C)(C)C.CC(C)([O-])C.[Na+], predict the reaction product. The product is: [ClH:1].[N:11]1([C:2]2[C:10]3[CH:9]=[CH:8][S:7][C:6]=3[CH:5]=[CH:4][CH:3]=2)[CH2:16][CH2:15][NH:14][CH2:13][CH2:12]1.